From a dataset of Forward reaction prediction with 1.9M reactions from USPTO patents (1976-2016). Predict the product of the given reaction. (1) Given the reactants C([Mg]Cl)(C)C.C(OCC)C.[CH2:11]([O:18][C:19]1[CH:24]=[CH:23][C:22]([Cl:25])=[CH:21][C:20]=1I)[C:12]1[CH:17]=[CH:16][CH:15]=[CH:14][CH:13]=1.[B:27](OC)([O:30]C)[O:28]C.Cl, predict the reaction product. The product is: [CH2:11]([O:18][C:19]1[CH:24]=[CH:23][C:22]([Cl:25])=[CH:21][C:20]=1[B:27]([OH:30])[OH:28])[C:12]1[CH:17]=[CH:16][CH:15]=[CH:14][CH:13]=1. (2) Given the reactants [C:1]([C:5]1[CH:6]=[C:7]2[C:12](=[C:13]([F:15])[CH:14]=1)[C:11](=[O:16])[N:10]([C:17]1[CH:22]=[CH:21][CH:20]=[C:19]([C:23]3[CH:28]=[C:27]([NH:29][C:30]4[CH:35]=[N:34][C:33]([C@H:36]5[CH2:40][O:39]C(C)(C)[O:37]5)=[CH:32][N:31]=4)[C:26](=[O:43])[N:25]([CH3:44])[N:24]=3)[C:18]=1[CH2:45][OH:46])[N:9]=[CH:8]2)([CH3:4])([CH3:3])[CH3:2].Cl.[Cl-].[NH4+], predict the reaction product. The product is: [C:1]([C:5]1[CH:6]=[C:7]2[C:12](=[C:13]([F:15])[CH:14]=1)[C:11](=[O:16])[N:10]([C:17]1[CH:22]=[CH:21][CH:20]=[C:19]([C:23]3[CH:28]=[C:27]([NH:29][C:30]4[CH:35]=[N:34][C:33]([C@H:36]([OH:37])[CH2:40][OH:39])=[CH:32][N:31]=4)[C:26](=[O:43])[N:25]([CH3:44])[N:24]=3)[C:18]=1[CH2:45][OH:46])[N:9]=[CH:8]2)([CH3:4])([CH3:2])[CH3:3]. (3) Given the reactants [Cl-].[CH3:2][O:3][CH2:4][P+](C1C=CC=CC=1)(C1C=CC=CC=1)C1C=CC=CC=1.CC(C)([O-])C.[K+].[F:30][C:31]1([F:45])[CH2:35][N:34]([C:36]([O:38][C:39]([CH3:42])([CH3:41])[CH3:40])=[O:37])[C@H:33]([CH:43]=O)[CH2:32]1, predict the reaction product. The product is: [F:30][C:31]1([F:45])[CH2:35][N:34]([C:36]([O:38][C:39]([CH3:42])([CH3:41])[CH3:40])=[O:37])[CH:33]([CH:43]=[CH:2][O:3][CH3:4])[CH2:32]1. (4) Given the reactants O=S(Cl)Cl.[I:5][C:6]1[CH:14]=[CH:13][C:12]([O:15][CH2:16][CH2:17][CH3:18])=[CH:11][C:7]=1[C:8]([NH2:10])=O.O, predict the reaction product. The product is: [I:5][C:6]1[CH:14]=[CH:13][C:12]([O:15][CH2:16][CH2:17][CH3:18])=[CH:11][C:7]=1[C:8]#[N:10].